Dataset: Catalyst prediction with 721,799 reactions and 888 catalyst types from USPTO. Task: Predict which catalyst facilitates the given reaction. (1) Reactant: [C:1]([O:5][C:6]([N:8]1[CH2:20][C@@H:19]([CH3:21])[N:18]2[C@H:10]([CH2:11][C:12]3[C:17]2=[N:16][C:15](Br)=[CH:14][CH:13]=3)[CH2:9]1)=[O:7])([CH3:4])([CH3:3])[CH3:2].[C:23](=[NH:36])([C:30]1[CH:35]=[CH:34][CH:33]=[CH:32][CH:31]=1)[C:24]1[CH:29]=[CH:28][CH:27]=[CH:26][CH:25]=1.CC(C)([O-])C.[Na+].C(=O)(O)[O-].[Na+]. Product: [C:1]([O:5][C:6]([N:8]1[CH2:20][C@@H:19]([CH3:21])[N:18]2[C@H:10]([CH2:11][C:12]3[C:17]2=[N:16][C:15]([N:36]=[C:23]([C:24]2[CH:29]=[CH:28][CH:27]=[CH:26][CH:25]=2)[C:30]2[CH:35]=[CH:34][CH:33]=[CH:32][CH:31]=2)=[CH:14][CH:13]=3)[CH2:9]1)=[O:7])([CH3:4])([CH3:3])[CH3:2]. The catalyst class is: 11. (2) Reactant: Br[C:2]1[CH:7]=[CH:6][C:5]([O:8][CH3:9])=[CH:4][CH:3]=1.[Mg].II.C([O:20][C:21]1[C:25]([CH:26]=O)=[C:24]([CH3:28])[N:23]([C:29]2[CH:34]=[CH:33][CH:32]=[CH:31][CH:30]=2)[N:22]=1)C1C=CC=CC=1.[Cl-].[NH4+]. Product: [CH3:9][O:8][C:5]1[CH:6]=[CH:7][C:2]([CH2:26][C:25]2[C:21](=[O:20])[NH:22][N:23]([C:29]3[CH:30]=[CH:31][CH:32]=[CH:33][CH:34]=3)[C:24]=2[CH3:28])=[CH:3][CH:4]=1. The catalyst class is: 7. (3) Reactant: [CH2:1]([Mg]Br)[CH3:2].[CH2:5]([N:12]1[CH2:17][CH2:16][C:15](=[O:18])[CH2:14][CH2:13]1)[C:6]1[CH:11]=[CH:10][CH:9]=[CH:8][CH:7]=1.[Cl-].[NH4+]. Product: [CH2:5]([N:12]1[CH2:17][CH2:16][C:15]([CH2:1][CH3:2])([OH:18])[CH2:14][CH2:13]1)[C:6]1[CH:7]=[CH:8][CH:9]=[CH:10][CH:11]=1. The catalyst class is: 1.